From a dataset of Forward reaction prediction with 1.9M reactions from USPTO patents (1976-2016). Predict the product of the given reaction. (1) Given the reactants [Cl:1][C:2]1[CH:3]=[C:4]([N:10]2[C:14]([CH3:15])=[C:13]([CH2:16][C:17]3[CH:25]=[CH:24][C:20]([C:21]([OH:23])=O)=[CH:19][CH:18]=3)[C:12]([CH3:26])=[N:11]2)[CH:5]=[CH:6][C:7]=1[C:8]#[N:9].[NH2:27][CH2:28][C:29]1[CH:34]=[CH:33][N:32]=[CH:31][CH:30]=1, predict the reaction product. The product is: [Cl:1][C:2]1[CH:3]=[C:4]([N:10]2[C:14]([CH3:15])=[C:13]([CH2:16][C:17]3[CH:18]=[CH:19][C:20]([C:21]([NH:27][CH2:28][C:29]4[CH:34]=[CH:33][N:32]=[CH:31][CH:30]=4)=[O:23])=[CH:24][CH:25]=3)[C:12]([CH3:26])=[N:11]2)[CH:5]=[CH:6][C:7]=1[C:8]#[N:9]. (2) Given the reactants [CH3:1][O:2][C:3]1[N:8]=[CH:7][C:6]([C:9]2[S:13][C:12]([CH3:14])=[C:11]([CH:15]([NH:20][C:21]3[CH:29]=[CH:28][C:24]([C:25](O)=[O:26])=[CH:23][CH:22]=3)[CH2:16][CH:17]([CH3:19])[CH3:18])[CH:10]=2)=[CH:5][CH:4]=1.[CH3:30][NH:31][CH2:32][CH2:33][C:34]([O:36]CC)=[O:35].Cl.C(N=C=NCCCN(C)C)C.O.OC1C2N=NNC=2C=CC=1, predict the reaction product. The product is: [CH3:1][O:2][C:3]1[N:8]=[CH:7][C:6]([C:9]2[S:13][C:12]([CH3:14])=[C:11]([CH:15]([NH:20][C:21]3[CH:29]=[CH:28][C:24]([C:25]([N:31]([CH3:30])[CH2:32][CH2:33][C:34]([OH:36])=[O:35])=[O:26])=[CH:23][CH:22]=3)[CH2:16][CH:17]([CH3:19])[CH3:18])[CH:10]=2)=[CH:5][CH:4]=1. (3) Given the reactants [C:1]([NH:5][C:6](=[O:20])[C:7]1[C:12]([CH2:13]O)=[CH:11][C:10]([C:15]([CH3:18])([CH3:17])[CH3:16])=[CH:9][C:8]=1[F:19])([CH3:4])([CH3:3])[CH3:2], predict the reaction product. The product is: [C:15]([C:10]1[CH:11]=[C:12]([CH3:13])[C:7]([C:6]([NH:5][C:1]([CH3:3])([CH3:2])[CH3:4])=[O:20])=[C:8]([F:19])[CH:9]=1)([CH3:18])([CH3:16])[CH3:17]. (4) Given the reactants Br[CH2:2][C:3]([C:5]12[CH2:14][CH:9]3[CH2:10][CH:11]([CH2:13][CH:7]([CH2:8]3)[CH2:6]1)[CH2:12]2)=[O:4].[SH:15][C:16]1[N:17]([CH3:21])[CH:18]=[CH:19][N:20]=1.C(N(CC)CC)C, predict the reaction product. The product is: [C:5]12([C:3](=[O:4])[CH2:2][S:15][C:16]3[N:17]([CH3:21])[CH:18]=[CH:19][N:20]=3)[CH2:14][CH:9]3[CH2:10][CH:11]([CH2:13][CH:7]([CH2:8]3)[CH2:6]1)[CH2:12]2. (5) Given the reactants [S:1](Cl)([C:4]1[CH:10]=[CH:9][C:7]([CH3:8])=[CH:6][CH:5]=1)(=[O:3])=[O:2].[CH3:12][C:13]1([CH3:20])[O:17][CH:16]([CH2:18][OH:19])[CH2:15][O:14]1, predict the reaction product. The product is: [C:7]1([CH3:8])[CH:9]=[CH:10][C:4]([S:1]([O:19][CH2:18][CH:16]2[CH2:15][O:14][C:13]([CH3:20])([CH3:12])[O:17]2)(=[O:3])=[O:2])=[CH:5][CH:6]=1. (6) Given the reactants [NH2:1][C:2]1[CH:9]=[CH:8][CH:7]=[C:6]([O:10][CH2:11][C@H:12]2[CH2:17][CH2:16][CH2:15][N:14]([C:18](=[O:22])[CH2:19][CH2:20][CH3:21])[CH2:13]2)[C:3]=1[C:4]#[N:5].[S:23](Cl)(=[O:26])(=[O:25])[NH2:24], predict the reaction product. The product is: [S:23]([NH:1][C:2]1[CH:9]=[CH:8][CH:7]=[C:6]([O:10][CH2:11][C@H:12]2[CH2:17][CH2:16][CH2:15][N:14]([C:18](=[O:22])[CH2:19][CH2:20][CH3:21])[CH2:13]2)[C:3]=1[C:4]#[N:5])(=[O:26])(=[O:25])[NH2:24].